Dataset: Catalyst prediction with 721,799 reactions and 888 catalyst types from USPTO. Task: Predict which catalyst facilitates the given reaction. (1) Reactant: [Br:1]Br.C([O-])(=O)C.[K+].[CH2:8]([N:12]1[C:16]([CH2:17][CH2:18][S:19]([CH2:22][CH2:23][CH3:24])(=[O:21])=[O:20])=[CH:15][C:14]([C:25]#[N:26])=[N:13]1)[CH2:9][CH2:10][CH3:11].C(=O)(O)[O-].[Na+]. Product: [Br:1][C:15]1[C:14]([C:25]#[N:26])=[N:13][N:12]([CH2:8][CH2:9][CH2:10][CH3:11])[C:16]=1[CH2:17][CH2:18][S:19]([CH2:22][CH2:23][CH3:24])(=[O:21])=[O:20]. The catalyst class is: 15. (2) Reactant: [Cl:1][C:2]1[C:3]2[C@H:10]([CH3:11])[CH2:9][CH2:8][C:4]=2[N:5]=[CH:6][N:7]=1.C1C=C(Cl)C=C(C(OO)=[O:20])C=1.[O-]S([O-])=O.[Na+].[Na+].C([O-])([O-])=O.[Na+].[Na+]. Product: [Cl:1][C:2]1[N:7]=[CH:6][N+:5]([O-:20])=[C:4]2[CH2:8][CH2:9][C@@H:10]([CH3:11])[C:3]=12. The catalyst class is: 146.